Dataset: Catalyst prediction with 721,799 reactions and 888 catalyst types from USPTO. Task: Predict which catalyst facilitates the given reaction. (1) Reactant: [C:1]([C:4]1[CH:17]=[C:16]([C:18]([CH2:21][CH3:22])=[CH:19][CH3:20])[CH:15]=[CH:14][C:5]=1[O:6][CH2:7][C:8](=[O:13])C(C)(C)C)(=O)[CH3:2].[CH2:23]1[CH2:33]CN2C(=NCCC2)CC1.[OH2:34]. Product: [CH2:33]([O:34][C:8]([C:7]1[O:6][C:5]2[CH:14]=[CH:15][C:16]([C:18]([CH2:21][CH3:22])=[CH:19][CH3:20])=[CH:17][C:4]=2[C:1]=1[CH3:2])=[O:13])[CH3:23]. The catalyst class is: 3. (2) Reactant: [NH2:1][C@@H:2]1[CH2:7][CH2:6][CH2:5][N:4]([C:8]2[C:13]([Br:14])=[CH:12][N:11]=[C:10]3[NH:15][CH:16]=[C:17]([NH:18][C:19]([CH:21]4[CH2:23][CH2:22]4)=[O:20])[C:9]=23)[CH2:3]1. Product: [N:4]1[CH:5]=[CH:6][CH:7]=[CH:2][CH:3]=1.[NH2:1][C@@H:2]1[CH2:7][CH2:6][CH2:5][N:4]([C:8]2[C:13]([Br:14])=[CH:12][N:11]=[C:10]3[NH:15][CH:16]=[C:17]([NH:18][C:19]([CH:21]4[CH2:22][CH2:23]4)=[O:20])[C:9]=23)[CH2:3]1. The catalyst class is: 17.